This data is from Full USPTO retrosynthesis dataset with 1.9M reactions from patents (1976-2016). The task is: Predict the reactants needed to synthesize the given product. (1) Given the product [NH2:7][C@@H:8]1[CH2:12][CH2:11][N:10]([C:13](=[O:37])[CH2:14][N:15]2[CH2:20][CH2:19][CH:18]([O:21][C:22](=[O:36])[NH:23][C:24]3[CH:29]=[CH:28][CH:27]=[CH:26][C:25]=3[C:30]3[CH:35]=[CH:34][CH:33]=[CH:32][CH:31]=3)[CH2:17][CH2:16]2)[CH2:9]1, predict the reactants needed to synthesize it. The reactants are: C(OC(=O)[NH:7][C@@H:8]1[CH2:12][CH2:11][N:10]([C:13](=[O:37])[CH2:14][N:15]2[CH2:20][CH2:19][CH:18]([O:21][C:22](=[O:36])[NH:23][C:24]3[CH:29]=[CH:28][CH:27]=[CH:26][C:25]=3[C:30]3[CH:35]=[CH:34][CH:33]=[CH:32][CH:31]=3)[CH2:17][CH2:16]2)[CH2:9]1)(C)(C)C.C(O)(C(F)(F)F)=O.C(=O)(O)[O-].[Na+]. (2) Given the product [CH3:21][O:20][C:13]1[C:12]([O:22][CH3:23])=[C:11]2[C:16]([C:17](=[O:19])[CH:18]=[C:9]([C:4]3[CH:5]=[CH:6][C:7]4[NH:8][C:24]([CH3:25])=[N:1][C:2]=4[CH:3]=3)[O:10]2)=[CH:15][CH:14]=1, predict the reactants needed to synthesize it. The reactants are: [NH2:1][C:2]1[CH:3]=[C:4]([C:9]2[O:10][C:11]3[C:16]([C:17](=[O:19])[CH:18]=2)=[CH:15][CH:14]=[C:13]([O:20][CH3:21])[C:12]=3[O:22][CH3:23])[CH:5]=[CH:6][C:7]=1[NH2:8].[C:24](O)(=O)[CH3:25].C(=O)(O)[O-].[Na+]. (3) Given the product [CH3:33][O:32][C:29]1[CH:30]=[C:31]2[C:26](=[CH:27][C:28]=1[O:34][CH3:35])[N:25]=[CH:24][CH:23]=[C:22]2[O:20][C:12]1[CH:11]=[CH:10][C:9]([C:3]2[CH:4]=[CH:5][C:6]([F:8])=[CH:7][C:2]=2[F:1])=[CH:19][C:13]=1[C:14]([O:16][CH2:17][CH3:18])=[O:15], predict the reactants needed to synthesize it. The reactants are: [F:1][C:2]1[CH:7]=[C:6]([F:8])[CH:5]=[CH:4][C:3]=1[C:9]1[CH:19]=[C:13]([C:14]([O:16][CH2:17][CH3:18])=[O:15])[C:12]([OH:20])=[CH:11][CH:10]=1.Cl[C:22]1[C:31]2[C:26](=[CH:27][C:28]([O:34][CH3:35])=[C:29]([O:32][CH3:33])[CH:30]=2)[N:25]=[CH:24][CH:23]=1. (4) Given the product [CH3:1][N:2]([CH3:24])[C:3](=[O:23])[CH2:4][CH2:5][N:6]([CH3:22])[C:7]([C:9]1[S:10][C:11]2[N:12]=[CH:13][N:14]=[C:15]([NH:37][C:29]3[CH:30]=[C:31]4[C:35](=[CH:36][C:28]=3[O:27][CH2:25][CH3:26])[NH:34][N:33]=[CH:32]4)[C:16]=2[N:17]=1)=[O:8], predict the reactants needed to synthesize it. The reactants are: [CH3:1][N:2]([CH3:24])[C:3](=[O:23])[CH2:4][CH2:5][N:6]([CH3:22])[C:7]([C:9]1[S:10][C:11]2[N:12]=[CH:13][N:14]=[C:15](S(C)(=O)=O)[C:16]=2[N:17]=1)=[O:8].[CH2:25]([O:27][C:28]1[CH:36]=[C:35]2[C:31]([CH:32]=[N:33][NH:34]2)=[CH:30][C:29]=1[NH2:37])[CH3:26]. (5) Given the product [NH2:1][C:2]1[N:6]([CH:35]([F:37])[F:36])[C:5](=[O:7])[C:4]([C:19]2[CH:24]=[CH:23][C:22]([F:25])=[C:21]([C:26]3[CH:31]=[N:30][CH:29]=[N:28][CH:27]=3)[CH:20]=2)([C:8]2[CH:9]=[CH:10][C:11]([O:14][C:15]([F:17])([F:16])[F:18])=[CH:12][CH:13]=2)[N:3]=1, predict the reactants needed to synthesize it. The reactants are: [NH2:1][C:2]1[NH:6][C:5](=[O:7])[C:4]([C:19]2[CH:24]=[CH:23][C:22]([F:25])=[C:21]([C:26]3[CH:27]=[N:28][CH:29]=[N:30][CH:31]=3)[CH:20]=2)([C:8]2[CH:13]=[CH:12][C:11]([O:14][C:15]([F:18])([F:17])[F:16])=[CH:10][CH:9]=2)[N:3]=1.[OH-].[K+].Cl[CH:35]([F:37])[F:36]. (6) Given the product [NH:6]1[C:10]2[CH2:11][CH2:12][CH2:13][CH2:14][C:9]=2[N:7]=[C:5]1[NH:4][C:1](=[O:3])[CH3:2], predict the reactants needed to synthesize it. The reactants are: [C:1]([NH:4][C:5]([NH2:7])=[NH:6])(=[O:3])[CH3:2].Cl[CH:9]1[CH2:14][CH2:13][CH2:12][CH2:11][C:10]1=O. (7) Given the product [CH3:14][NH:15][CH2:2][C:3]1[CH:8]=[C:7]([N:9]2[CH:13]=[CH:12][CH:11]=[CH:10]2)[CH:6]=[CH:5][N:4]=1, predict the reactants needed to synthesize it. The reactants are: Cl[CH2:2][C:3]1[CH:8]=[C:7]([N:9]2[CH:13]=[CH:12][CH:11]=[CH:10]2)[CH:6]=[CH:5][N:4]=1.[CH3:14][NH2:15]. (8) Given the product [F:1][C:2]1[CH:3]=[C:4]([C:9]([N:11]2[CH2:15][CH2:14][CH2:13][C@H:12]2[CH2:16][N:17]2[CH2:21][CH2:20][CH2:19][CH2:18]2)=[O:10])[CH:5]=[CH:6][C:7]=1[O:8][CH2:23][C:24]1[CH:34]=[CH:33][C:27]([C:28]([N:30]([CH3:31])[CH3:32])=[O:29])=[CH:26][CH:25]=1, predict the reactants needed to synthesize it. The reactants are: [F:1][C:2]1[CH:3]=[C:4]([C:9]([N:11]2[CH2:15][CH2:14][CH2:13][C@H:12]2[CH2:16][N:17]2[CH2:21][CH2:20][CH2:19][CH2:18]2)=[O:10])[CH:5]=[CH:6][C:7]=1[OH:8].Cl[CH2:23][C:24]1[CH:34]=[CH:33][C:27]([C:28]([N:30]([CH3:32])[CH3:31])=[O:29])=[CH:26][CH:25]=1.